From a dataset of Reaction yield outcomes from USPTO patents with 853,638 reactions. Predict the reaction yield, written as a fraction of the theoretical maximum amount of product (1.0 means a 100% yield; for example, 0.34 means a 34% yield). The reactants are Cl[C:2]1[C:11]2[C:6](=[CH:7][C:8]([O:14][CH3:15])=[C:9]([O:12][CH3:13])[CH:10]=2)[N:5]=[CH:4][CH:3]=1.[F:16][C:17]1[CH:38]=[CH:37][C:20]([CH2:21][N:22]2[C:27](=[O:28])[C:26]([C:29]3[CH:34]=[CH:33][C:32]([OH:35])=[C:31]([F:36])[CH:30]=3)=[CH:25][N:24]=[CH:23]2)=[CH:19][C:18]=1[CH3:39]. No catalyst specified. The product is [CH3:13][O:12][C:9]1[CH:10]=[C:11]2[C:6](=[CH:7][C:8]=1[O:14][CH3:15])[N:5]=[CH:4][CH:3]=[C:2]2[O:35][C:32]1[CH:33]=[CH:34][C:29]([C:26]2[C:27](=[O:28])[N:22]([CH2:21][C:20]3[CH:37]=[CH:38][C:17]([F:16])=[C:18]([CH3:39])[CH:19]=3)[CH:23]=[N:24][CH:25]=2)=[CH:30][C:31]=1[F:36]. The yield is 0.0200.